This data is from Full USPTO retrosynthesis dataset with 1.9M reactions from patents (1976-2016). The task is: Predict the reactants needed to synthesize the given product. The reactants are: [CH:1]1[C:13]2[CH:12]([C:14]([OH:16])=[O:15])[C:11]3[C:6](=[CH:7][CH:8]=[CH:9][CH:10]=3)[C:5]=2[CH:4]=[CH:3][CH:2]=1.C([Li])CCC.[CH2:22]=[O:23].O. Given the product [OH:23][CH2:22][C:12]1([C:14]([OH:16])=[O:15])[C:13]2[CH:1]=[CH:2][CH:3]=[CH:4][C:5]=2[C:6]2[C:11]1=[CH:10][CH:9]=[CH:8][CH:7]=2, predict the reactants needed to synthesize it.